This data is from Peptide-MHC class II binding affinity with 134,281 pairs from IEDB. The task is: Regression. Given a peptide amino acid sequence and an MHC pseudo amino acid sequence, predict their binding affinity value. This is MHC class II binding data. (1) The peptide sequence is AWDFSSAGGFFTSVG. The MHC is DRB1_0901 with pseudo-sequence DRB1_0901. The binding affinity (normalized) is 0.577. (2) The peptide sequence is KCRAPGGAKKPLRPR. The MHC is HLA-DQA10201-DQB10303 with pseudo-sequence HLA-DQA10201-DQB10303. The binding affinity (normalized) is 0.